The task is: Predict the product of the given reaction.. This data is from Forward reaction prediction with 1.9M reactions from USPTO patents (1976-2016). (1) Given the reactants [N:1]1[CH:2]=[C:3]([C:10]([OH:12])=O)[N:4]2[CH:9]=[CH:8][CH:7]=[CH:6][C:5]=12.C(Cl)Cl.S(Cl)(Cl)=O.[CH2:20]([C:22]1[C:30]2[C:29]([NH2:31])=[CH:28][CH:27]=[CH:26][C:25]=2[N:24]([CH2:32][C:33]2[C:34]([O:40][CH3:41])=[N:35][C:36]([CH3:39])=[CH:37][CH:38]=2)[N:23]=1)[CH3:21], predict the reaction product. The product is: [CH2:20]([C:22]1[C:30]2[C:25](=[CH:26][CH:27]=[CH:28][C:29]=2[NH:31][C:10]([C:3]2[N:4]3[CH:9]=[CH:8][CH:7]=[CH:6][C:5]3=[N:1][CH:2]=2)=[O:12])[N:24]([CH2:32][C:33]2[C:34]([O:40][CH3:41])=[N:35][C:36]([CH3:39])=[CH:37][CH:38]=2)[N:23]=1)[CH3:21]. (2) Given the reactants [F:1][C:2]([F:16])([F:15])[C:3]1[CH:4]=[C:5]([N:9]2[CH:13]=[C:12]([NH2:14])[N:11]=[CH:10]2)[CH:6]=[CH:7][CH:8]=1.[N+:17]([C:20]1[CH:28]=[CH:27][C:26]([N:29]2[CH2:34][CH2:33][CH2:32][CH2:31][CH2:30]2)=[CH:25][C:21]=1[C:22](O)=[O:23])([O-:19])=[O:18].CCN=C=NCCCN(C)C.Cl, predict the reaction product. The product is: [N+:17]([C:20]1[CH:28]=[CH:27][C:26]([N:29]2[CH2:34][CH2:33][CH2:32][CH2:31][CH2:30]2)=[CH:25][C:21]=1[C:22]([NH:14][C:12]1[N:11]=[CH:10][N:9]([C:5]2[CH:6]=[CH:7][CH:8]=[C:3]([C:2]([F:1])([F:15])[F:16])[CH:4]=2)[CH:13]=1)=[O:23])([O-:19])=[O:18]. (3) The product is: [CH3:11][C:12]1([CH3:28])[C:16]([CH3:18])([CH3:17])[O:15][B:14]([C:2]2[CH:3]=[C:4]3[CH:10]=[CH:9][NH:8][C:5]3=[N:6][CH:7]=2)[O:13]1. Given the reactants Br[C:2]1[CH:3]=[C:4]2[CH:10]=[CH:9][NH:8][C:5]2=[N:6][CH:7]=1.[CH3:11][C:12]1([CH3:28])[C:16]([CH3:18])([CH3:17])[O:15][B:14]([B:14]2[O:15][C:16]([CH3:18])([CH3:17])[C:12]([CH3:28])([CH3:11])[O:13]2)[O:13]1.C(Cl)Cl.CC([O-])=O.[K+], predict the reaction product. (4) Given the reactants [C:1]([O:9][C@H:10]1[C@@H:15]([OH:16])[C@H:14]([O:17][C:18](=[O:25])[C:19]2[CH:24]=[CH:23][CH:22]=[CH:21][CH:20]=2)[C@@H:13]([CH2:26][O:27][C:28](=[O:35])[C:29]2[CH:34]=[CH:33][CH:32]=[CH:31][CH:30]=2)[O:12][C@@H:11]1[O:36][C@H:37]1[C@H:50]([O:51][C:52](=[O:59])[C:53]2[CH:58]=[CH:57][CH:56]=[CH:55][CH:54]=2)[C@@H:49]([CH2:60][O:61][C:62](=[O:69])[C:63]2[CH:68]=[CH:67][CH:66]=[CH:65][CH:64]=2)[O:48][C@H:39]([O:40][CH2:41][C:42]2[CH:47]=[CH:46][CH:45]=[CH:44][CH:43]=2)[C@H:38]1[O:70][C:71](=[O:78])[C:72]1[CH:77]=[CH:76][CH:75]=[CH:74][CH:73]=1)(=[O:8])[C:2]1[CH:7]=[CH:6][CH:5]=[CH:4][CH:3]=1.ClC(Cl)(Cl)C(=N)O[C@H:83]1[O:115][C@H:114]([CH2:116][O:117][C:118](=[O:125])[C:119]2[CH:124]=[CH:123][CH:122]=[CH:121][CH:120]=2)[C@@H:104]([O:105][C:106](=[O:113])[C:107]2[CH:112]=[CH:111][CH:110]=[CH:109][CH:108]=2)[C@H:94]([O:95][C:96](=[O:103])[C:97]2[CH:102]=[CH:101][CH:100]=[CH:99][CH:98]=2)[C@@H:84]1[O:85][C:86](=[O:93])[C:87]1[CH:92]=[CH:91][CH:90]=[CH:89][CH:88]=1.[Si](OS(C(F)(F)F)(=O)=O)(C)(C)C.N1C=CC=CC=1.C(Cl)(=O)C1C=CC=CC=1, predict the reaction product. The product is: [C:86]([O:85][C@H:84]1[C@@H:94]([O:95][C:96](=[O:103])[C:97]2[CH:102]=[CH:101][CH:100]=[CH:99][CH:98]=2)[C@H:104]([O:105][C:106](=[O:113])[C:107]2[CH:108]=[CH:109][CH:110]=[CH:111][CH:112]=2)[C@@H:114]([CH2:116][O:117][C:118](=[O:125])[C:119]2[CH:120]=[CH:121][CH:122]=[CH:123][CH:124]=2)[O:115][C@@H:83]1[O:16][C@H:15]1[C@H:14]([O:17][C:18](=[O:25])[C:19]2[CH:24]=[CH:23][CH:22]=[CH:21][CH:20]=2)[C@@H:13]([CH2:26][O:27][C:28](=[O:35])[C:29]2[CH:30]=[CH:31][CH:32]=[CH:33][CH:34]=2)[O:12][C@H:11]([O:36][C@H:37]2[C@H:50]([O:51][C:52](=[O:59])[C:53]3[CH:54]=[CH:55][CH:56]=[CH:57][CH:58]=3)[C@@H:49]([CH2:60][O:61][C:62](=[O:69])[C:63]3[CH:64]=[CH:65][CH:66]=[CH:67][CH:68]=3)[O:48][C@H:39]([O:40][CH2:41][C:42]3[CH:47]=[CH:46][CH:45]=[CH:44][CH:43]=3)[C@H:38]2[O:70][C:71](=[O:78])[C:72]2[CH:73]=[CH:74][CH:75]=[CH:76][CH:77]=2)[C@H:10]1[O:9][C:1](=[O:8])[C:2]1[CH:7]=[CH:6][CH:5]=[CH:4][CH:3]=1)(=[O:93])[C:87]1[CH:92]=[CH:91][CH:90]=[CH:89][CH:88]=1. (5) The product is: [OH:24][C:25]1[CH:30]=[CH:29][C:28]([C:31](=[O:38])[CH2:32][CH2:15][C:3]2[S:4][C:5]3[CH:10]=[C:9]([C:11]([F:12])([F:13])[F:14])[CH:8]=[CH:7][C:6]=3[C:2]=2[CH3:1])=[CH:27][C:26]=1[CH3:39]. Given the reactants [CH3:1][C:2]1[C:6]2[CH:7]=[CH:8][C:9]([C:11]([F:14])([F:13])[F:12])=[CH:10][C:5]=2[S:4][C:3]=1[CH2:15]O.C([O:24][C:25]1[CH:30]=[CH:29][C:28]([C:31](=[O:38])[CH2:32]C(OCC)=O)=[CH:27][C:26]=1[CH3:39])C1C=CC=CC=1, predict the reaction product. (6) Given the reactants [CH2:1]([N:3]([CH2:23][CH3:24])[C:4](=[O:22])[C:5]1[CH:10]=[CH:9][C:8](/[CH:11]=[CH:12]/B2OC(C)(C)C(C)(C)O2)=[CH:7][CH:6]=1)[CH3:2].Cl[C:26]1[CH:31]=[C:30]([C:32]2[NH:41][C:35]3[N:36]=[CH:37][NH:38][C:39](=[O:40])[C:34]=3[CH:33]=2)[CH:29]=[CH:28][N:27]=1.C([O-])([O-])=O.[Na+].[Na+], predict the reaction product. The product is: [CH2:23]([N:3]([CH2:1][CH3:2])[C:4](=[O:22])[C:5]1[CH:6]=[CH:7][C:8](/[CH:11]=[CH:12]/[C:28]2[CH:29]=[C:30]([C:32]3[NH:41][C:35]4[N:36]=[CH:37][NH:38][C:39](=[O:40])[C:34]=4[CH:33]=3)[CH:31]=[CH:26][N:27]=2)=[CH:9][CH:10]=1)[CH3:24].